This data is from TCR-epitope binding with 47,182 pairs between 192 epitopes and 23,139 TCRs. The task is: Binary Classification. Given a T-cell receptor sequence (or CDR3 region) and an epitope sequence, predict whether binding occurs between them. (1) The epitope is KAFSPEVIPMF. The TCR CDR3 sequence is CSAIRSGGPYEQYF. Result: 0 (the TCR does not bind to the epitope). (2) The epitope is QARQMVQAMRTIGTHP. The TCR CDR3 sequence is CASSFGDQETQYF. Result: 1 (the TCR binds to the epitope).